This data is from Reaction yield outcomes from USPTO patents with 853,638 reactions. The task is: Predict the reaction yield, written as a fraction of the theoretical maximum amount of product (1.0 means a 100% yield; for example, 0.34 means a 34% yield). (1) The reactants are [CH2:1]([O:3][C:4](=[O:26])[CH:5]([N+:23]([O-])=O)[CH2:6][C:7]1[C:15]2[C:10](=[CH:11][CH:12]=[C:13]([O:16][CH3:17])[CH:14]=2)[NH:9][C:8]=1[C:18]([O:20][CH2:21][CH3:22])=[O:19])[CH3:2].O1CCCC1.Cl. The catalyst is [Ni].C(O)C. The product is [CH2:21]([O:20][C:18]([C:8]1[NH:9][C:10]2[C:15](=[CH:14][C:13]([O:16][CH3:17])=[CH:12][CH:11]=2)[C:7]=1[CH2:6][C@@H:5]([C:4]([O:3][CH2:1][CH3:2])=[O:26])[NH2:23])=[O:19])[CH3:22]. The yield is 0.920. (2) The reactants are [CH:1]1([C:4]([OH:6])=O)[CH2:3][CH2:2]1.C1N=CN(C(N2C=NC=C2)=O)C=1.Cl.Cl.[CH3:21][N:22]1[C:26]2[CH:27]=[CH:28][CH:29]=[CH:30][C:25]=2[N:24]=[C:23]1[C:31]1[CH:36]=[CH:35][CH:34]=[C:33]([N:37]2[CH2:42][CH2:41][NH:40][CH2:39][CH2:38]2)[CH:32]=1. The catalyst is C(#N)C. The product is [CH:1]1([C:4]([N:40]2[CH2:41][CH2:42][N:37]([C:33]3[CH:34]=[CH:35][CH:36]=[C:31]([C:23]4[N:22]([CH3:21])[C:26]5[CH:27]=[CH:28][CH:29]=[CH:30][C:25]=5[N:24]=4)[CH:32]=3)[CH2:38][CH2:39]2)=[O:6])[CH2:3][CH2:2]1. The yield is 0.850. (3) The reactants are Cl[C:2]1[N:7]=[C:6]([NH2:8])[N:5]=[C:4]([NH:9][C:10]2[CH:15]=[CH:14][C:13]([O:16][C:17]3[CH:22]=[CH:21][N:20]=[C:19]([CH3:23])[CH:18]=3)=[CH:12][CH:11]=2)[CH:3]=1.[NH2:24][C:25]1[CH:30]=[CH:29][C:28](B2OC(C)(C)C(C)(C)O2)=[CH:27][N:26]=1.C([O-])([O-])=O.[Na+].[Na+]. The catalyst is CN(C=O)C.C1C=CC(P(C2C=CC=CC=2)[C-]2C=CC=C2)=CC=1.C1C=CC(P(C2C=CC=CC=2)[C-]2C=CC=C2)=CC=1.Cl[Pd]Cl.[Fe+2]. The product is [NH3:5].[NH2:24][C:25]1[N:26]=[CH:27][C:28]([C:2]2[N:7]=[C:6]([NH2:8])[N:5]=[C:4]([NH:9][C:10]3[CH:15]=[CH:14][C:13]([O:16][C:17]4[CH:22]=[CH:21][N:20]=[C:19]([CH3:23])[CH:18]=4)=[CH:12][CH:11]=3)[CH:3]=2)=[CH:29][CH:30]=1. The yield is 0.0500. (4) The reactants are [C:1]([C:3]1[CH:4]=[N:5][N:6]2[C:11](=[O:12])[C:10]([CH2:13][CH3:14])=[C:9]([C:15]([O:17]CC)=[O:16])[NH:8][C:7]=12)#[N:2].[Li+].[OH-]. The catalyst is CCO.O. The product is [C:1]([C:3]1[CH:4]=[N:5][N:6]2[C:11](=[O:12])[C:10]([CH2:13][CH3:14])=[C:9]([C:15]([OH:17])=[O:16])[NH:8][C:7]=12)#[N:2]. The yield is 0.890.